From a dataset of Full USPTO retrosynthesis dataset with 1.9M reactions from patents (1976-2016). Predict the reactants needed to synthesize the given product. (1) Given the product [CH2:24]([O:23][CH2:22][C:17]([CH2:16][O:15][CH2:1][CH2:2][CH2:3][CH2:4][CH2:5][CH2:6][CH2:7][CH2:8][CH2:9][CH2:10][CH2:11][CH2:12][CH2:13][CH3:14])([CH:18]=[O:19])[CH:20]=[O:21])[CH2:25][CH2:26][CH2:27][CH2:28][CH2:29][CH2:30][CH2:31][CH2:32][CH2:33][CH2:34][CH2:35][CH2:36][CH3:37], predict the reactants needed to synthesize it. The reactants are: [CH2:1]([O:15][CH2:16][C:17]([CH2:22][O:23][CH2:24][CH2:25][CH2:26][CH2:27][CH2:28][CH2:29][CH2:30][CH2:31][CH2:32][CH2:33][CH2:34][CH2:35][CH2:36][CH3:37])([CH2:20][OH:21])[CH2:18][OH:19])[CH2:2][CH2:3][CH2:4][CH2:5][CH2:6][CH2:7][CH2:8][CH2:9][CH2:10][CH2:11][CH2:12][CH2:13][CH3:14].CS(C)=O.C(Cl)(=O)C(Cl)=O. (2) Given the product [C:26]([O:25][C:24]([NH:23][C@H:10]1[C@H:11]([O:15][Si:16]([C:19]([CH3:22])([CH3:21])[CH3:20])([CH3:18])[CH3:17])[C@@H:12]([CH3:14])[CH2:13][N:8]([C:7]2[CH:6]=[CH:5][N:4]=[CH:3][C:2]=2[N:1]([C:36]([O:35][C:32]([CH3:34])([CH3:33])[CH3:31])=[O:37])[C:24]([O:25][C:26]([CH3:29])([CH3:28])[CH3:27])=[O:30])[CH2:9]1)=[O:30])([CH3:29])([CH3:28])[CH3:27], predict the reactants needed to synthesize it. The reactants are: [NH2:1][C:2]1[CH:3]=[N:4][CH:5]=[CH:6][C:7]=1[N:8]1[CH2:13][C@H:12]([CH3:14])[C@@H:11]([O:15][Si:16]([C:19]([CH3:22])([CH3:21])[CH3:20])([CH3:18])[CH3:17])[C@H:10]([NH:23][C:24](=[O:30])[O:25][C:26]([CH3:29])([CH3:28])[CH3:27])[CH2:9]1.[CH3:31][C:32]([O:35][C:36](O[C:36]([O:35][C:32]([CH3:34])([CH3:33])[CH3:31])=[O:37])=[O:37])([CH3:34])[CH3:33]. (3) Given the product [Br-:23].[CH2:16]([N+:11]1[CH:12]=[CH:13][C:14]([CH3:15])=[C:9]([NH:8][C:6]([O:5][C:1]([CH3:4])([CH3:3])[CH3:2])=[O:7])[CH:10]=1)[C:17]1[CH:22]=[CH:21][CH:20]=[CH:19][CH:18]=1, predict the reactants needed to synthesize it. The reactants are: [C:1]([O:5][C:6]([NH:8][C:9]1[CH:10]=[N:11][CH:12]=[CH:13][C:14]=1[CH3:15])=[O:7])([CH3:4])([CH3:3])[CH3:2].[CH2:16]([Br:23])[C:17]1[CH:22]=[CH:21][CH:20]=[CH:19][CH:18]=1.